From a dataset of Reaction yield outcomes from USPTO patents with 853,638 reactions. Predict the reaction yield, written as a fraction of the theoretical maximum amount of product (1.0 means a 100% yield; for example, 0.34 means a 34% yield). (1) The reactants are [CH2:1]([O:3][C:4]([C:6]1[CH2:10][C:9]([O-:11])=[C:8](C(OC)=O)[C:7]=1[CH2:16][CH3:17])=[O:5])[CH3:2].[Na+].[Cl-].[K+].CC(O)=O.C([O-])(O)=O.[Na+]. The catalyst is O.C1(C)C=CC=CC=1. The product is [CH2:16]([C:7]1[CH:6]([C:4]([O:3][CH2:1][CH3:2])=[O:5])[CH2:10][C:9](=[O:11])[CH:8]=1)[CH3:17]. The yield is 0.690. (2) The reactants are [C:1]([C:3]1[CH:4]=[C:5]([C:11]2[N:21]=[CH:20][CH:19]=[CH:18][C:12]=2[C:13]([O:15]CC)=[O:14])[CH:6]=[CH:7][C:8]=1[O:9][CH3:10])#[N:2].[OH-].[Na+].O.Cl. The catalyst is C(O)C. The product is [C:1]([C:3]1[CH:4]=[C:5]([C:11]2[N:21]=[CH:20][CH:19]=[CH:18][C:12]=2[C:13]([OH:15])=[O:14])[CH:6]=[CH:7][C:8]=1[O:9][CH3:10])#[N:2]. The yield is 0.690. (3) The reactants are C(O[C:4](=[O:21])[CH:5]([C:11]([NH:13][CH2:14][C:15]1[CH:20]=[CH:19][CH:18]=[CH:17][CH:16]=1)=[O:12])[C:6]([O:8][CH2:9][CH3:10])=[O:7])C.[H-].[Na+].[N+:24]([C:27]1[CH:32]=[CH:31][CH:30]=[CH:29][C:28]=1[N:33]=[C:34]=[O:35])([O-:26])=[O:25]. The catalyst is O1CCOCC1.ClCCl. The product is [OH:21][C:4]1[N:33]([C:28]2[CH:29]=[CH:30][CH:31]=[CH:32][C:27]=2[N+:24]([O-:26])=[O:25])[C:34](=[O:35])[N:13]([CH2:14][C:15]2[CH:16]=[CH:17][CH:18]=[CH:19][CH:20]=2)[C:11](=[O:12])[C:5]=1[C:6]([O:8][CH2:9][CH3:10])=[O:7]. The yield is 0.0700. (4) The reactants are [CH3:1][N:2]1[C:6]2[CH:7]=[CH:8][C:9]([C:11]([OH:13])=[O:12])=[CH:10][C:5]=2[N:4]=[C:3]1[CH3:14].OS(O)(=O)=O.[CH3:20]O. No catalyst specified. The product is [CH3:20][O:12][C:11]([C:9]1[CH:8]=[CH:7][C:6]2[N:2]([CH3:1])[C:3]([CH3:14])=[N:4][C:5]=2[CH:10]=1)=[O:13]. The yield is 0.750. (5) The reactants are [NH:1]1[C:5]2[CH:6]=[CH:7][CH:8]=[CH:9][C:4]=2[N:3]=[C:2]1[C:10]([OH:12])=[O:11].S(Cl)(Cl)=O.[CH3:17][CH2:18]O. No catalyst specified. The product is [NH:1]1[C:5]2[CH:6]=[CH:7][CH:8]=[CH:9][C:4]=2[N:3]=[C:2]1[C:10]([O:12][CH2:17][CH3:18])=[O:11]. The yield is 0.990.